Task: Predict the reaction yield, written as a fraction of the theoretical maximum amount of product (1.0 means a 100% yield; for example, 0.34 means a 34% yield).. Dataset: Reaction yield outcomes from USPTO patents with 853,638 reactions The reactants are Br[CH2:2][C:3]1[CH:8]=[CH:7][C:6]([C:9]2[C:13]([NH:14][C:15](=[O:26])[O:16][CH:17]([C:19]3[CH:24]=[CH:23][CH:22]=[CH:21][C:20]=3[Cl:25])[CH3:18])=[CH:12][O:11][N:10]=2)=[CH:5][CH:4]=1.C(N(CC)CC)C.[SH:34][CH2:35][CH2:36][C:37]([O:39][CH3:40])=[O:38].O. The yield is 0.0870. The catalyst is ClCCl. The product is [Cl:25][C:20]1[CH:21]=[CH:22][CH:23]=[CH:24][C:19]=1[CH:17]([O:16][C:15]([NH:14][C:13]1[C:9]([C:6]2[CH:7]=[CH:8][C:3]([CH2:2][S:34][CH2:35][CH2:36][C:37]([O:39][CH3:40])=[O:38])=[CH:4][CH:5]=2)=[N:10][O:11][CH:12]=1)=[O:26])[CH3:18].